This data is from Full USPTO retrosynthesis dataset with 1.9M reactions from patents (1976-2016). The task is: Predict the reactants needed to synthesize the given product. (1) The reactants are: [Cl:1][C:2]1[CH:3]=[C:4]2[C:9](=[C:10]([Cl:12])[CH:11]=1)[CH2:8][N:7]([CH3:13])[CH2:6][CH:5]2[C:14]1[CH:15]=[C:16]([NH:20][C:21](=[O:44])[CH2:22][CH2:23][O:24][CH2:25][CH2:26][O:27][CH2:28][CH2:29][O:30][CH2:31][CH2:32][N:33]2C(=O)C3C(=CC=CC=3)C2=O)[CH:17]=[CH:18][CH:19]=1.O.NN.C(O)C. Given the product [NH2:33][CH2:32][CH2:31][O:30][CH2:29][CH2:28][O:27][CH2:26][CH2:25][O:24][CH2:23][CH2:22][C:21]([NH:20][C:16]1[CH:17]=[CH:18][CH:19]=[C:14]([CH:5]2[C:4]3[C:9](=[C:10]([Cl:12])[CH:11]=[C:2]([Cl:1])[CH:3]=3)[CH2:8][N:7]([CH3:13])[CH2:6]2)[CH:15]=1)=[O:44], predict the reactants needed to synthesize it. (2) Given the product [CH3:12][N:8]1[C:9](=[O:11])[C:10]2[C:6](=[C:5](/[CH:13]=[CH:14]/[C:15]3[CH:16]=[CH:17][CH:18]=[CH:19][CH:20]=3)[CH:4]=[CH:3][C:2]=2[NH:1][C:26](=[O:27])[O:25][C:21]([CH3:24])([CH3:23])[CH3:22])[CH2:7]1, predict the reactants needed to synthesize it. The reactants are: [NH2:1][C:2]1[CH:3]=[CH:4][C:5](/[CH:13]=[CH:14]/[C:15]2[CH:20]=[CH:19][CH:18]=[CH:17][CH:16]=2)=[C:6]2[C:10]=1[C:9](=[O:11])[N:8]([CH3:12])[CH2:7]2.[C:21]([O:25][C:26](O[C:26]([O:25][C:21]([CH3:24])([CH3:23])[CH3:22])=[O:27])=[O:27])([CH3:24])([CH3:23])[CH3:22].